From a dataset of Full USPTO retrosynthesis dataset with 1.9M reactions from patents (1976-2016). Predict the reactants needed to synthesize the given product. (1) Given the product [Cl:1][C:2]1[C:7]([Cl:8])=[C:6]([CH:17]=[O:18])[CH:5]=[CH:4][N:3]=1, predict the reactants needed to synthesize it. The reactants are: [Cl:1][C:2]1[C:7]([Cl:8])=[CH:6][CH:5]=[CH:4][N:3]=1.C([Li])CCC.CN([CH:17]=[O:18])C. (2) Given the product [Cl:1][C:2]1[CH:10]=[CH:9][CH:8]=[CH:7][C:3]=1[C:4]([NH:25][CH2:24][C:18]1([C:15]2[CH:16]=[N:17][C:12]([CH3:11])=[N:13][CH:14]=2)[CH2:23][CH2:22][O:21][CH2:20][CH2:19]1)=[O:6], predict the reactants needed to synthesize it. The reactants are: [Cl:1][C:2]1[CH:10]=[CH:9][CH:8]=[CH:7][C:3]=1[C:4]([OH:6])=O.[CH3:11][C:12]1[N:17]=[CH:16][C:15]([C:18]2([CH2:24][NH2:25])[CH2:23][CH2:22][O:21][CH2:20][CH2:19]2)=[CH:14][N:13]=1. (3) Given the product [CH3:1][O:2][C:3]1[CH:4]=[C:5]([CH:32]=[CH:33][C:34]=1[O:35][CH3:36])[CH2:6][CH:7]1[C:13]2[CH:14]=[C:15]([O:20][CH3:21])[C:16]([O:18][CH3:19])=[CH:17][C:12]=2[CH2:11][CH2:10][CH2:9][N:8]1[CH:22]([C:26]1[CH:31]=[CH:30][CH:29]=[CH:28][CH:27]=1)[C:23]([NH:41][CH2:40][CH2:39][S:38][CH3:37])=[O:24], predict the reactants needed to synthesize it. The reactants are: [CH3:1][O:2][C:3]1[CH:4]=[C:5]([CH:32]=[CH:33][C:34]=1[O:35][CH3:36])[CH2:6][CH:7]1[C:13]2[CH:14]=[C:15]([O:20][CH3:21])[C:16]([O:18][CH3:19])=[CH:17][C:12]=2[CH2:11][CH2:10][CH2:9][N:8]1[CH:22]([C:26]1[CH:31]=[CH:30][CH:29]=[CH:28][CH:27]=1)[C:23](O)=[O:24].[CH3:37][S:38][CH2:39][CH2:40][NH2:41]. (4) Given the product [CH2:1]([O:3][C:4](=[O:12])[CH:5]([NH:13][CH2:14][CH2:15][CH2:16][Si:17]([O:22][CH3:23])([O:18][CH3:19])[O:20][CH3:21])[CH2:6][C:7]([O:9][CH2:10][CH3:11])=[O:8])[CH3:2], predict the reactants needed to synthesize it. The reactants are: [CH2:1]([O:3][C:4](=[O:12])/[CH:5]=[CH:6]\[C:7]([O:9][CH2:10][CH3:11])=[O:8])[CH3:2].[NH2:13][CH2:14][CH2:15][CH2:16][Si:17]([O:22][CH3:23])([O:20][CH3:21])[O:18][CH3:19]. (5) Given the product [CH2:32]([S:39][C:14]([C:8]1([CH:7]([CH:1]2[CH2:6][CH2:5][CH2:4][CH:3]=[CH:2]2)[OH:24])[C:12]([OH:13])([CH3:16])[CH:11]([CH2:17][CH2:18][CH2:19][CH2:20][CH2:21][CH3:22])[C:10](=[O:23])[NH:9]1)=[O:15])[C:33]1[CH:38]=[CH:37][CH:36]=[CH:35][CH:34]=1, predict the reactants needed to synthesize it. The reactants are: [CH:1]1([CH:7]([OH:24])[C:8]23[C:14](=[O:15])[O:13][C:12]2([CH3:16])[CH:11]([CH2:17][CH2:18][CH2:19][CH2:20][CH2:21][CH3:22])[C:10](=[O:23])[NH:9]3)[CH2:6][CH2:5][CH2:4][CH:3]=[CH:2]1.C(N(CC)CC)C.[CH2:32]([SH:39])[C:33]1[CH:38]=[CH:37][CH:36]=[CH:35][CH:34]=1.